Dataset: Full USPTO retrosynthesis dataset with 1.9M reactions from patents (1976-2016). Task: Predict the reactants needed to synthesize the given product. Given the product [OH:1][C@H:2]([CH2:8][C:9]1[CH:14]=[CH:13][CH:12]=[CH:11][C:10]=1[O:15][CH2:28][C:29]([F:32])([F:31])[F:30])[C:3]([O:5][CH2:6][CH3:7])=[O:4], predict the reactants needed to synthesize it. The reactants are: [OH:1][C@H:2]([CH2:8][C:9]1[CH:14]=[CH:13][CH:12]=[CH:11][C:10]=1[OH:15])[C:3]([O:5][CH2:6][CH3:7])=[O:4].C(=O)([O-])[O-].[K+].[K+].FC(F)(F)S(O[CH2:28][C:29]([F:32])([F:31])[F:30])(=O)=O.